Dataset: Peptide-MHC class I binding affinity with 185,985 pairs from IEDB/IMGT. Task: Regression. Given a peptide amino acid sequence and an MHC pseudo amino acid sequence, predict their binding affinity value. This is MHC class I binding data. (1) The peptide sequence is METMFFIRF. The MHC is HLA-B15:03 with pseudo-sequence HLA-B15:03. The binding affinity (normalized) is 0.634. (2) The peptide sequence is VPRPCQKSL. The MHC is HLA-A01:01 with pseudo-sequence HLA-A01:01. The binding affinity (normalized) is 0.0847. (3) The peptide sequence is SLRAEDTAV. The MHC is HLA-A68:02 with pseudo-sequence HLA-A68:02. The binding affinity (normalized) is 0.0377. (4) The peptide sequence is AEWDRVHPV. The MHC is HLA-B58:01 with pseudo-sequence HLA-B58:01. The binding affinity (normalized) is 0.0347. (5) The peptide sequence is KYQLKHIVW. The MHC is HLA-B57:01 with pseudo-sequence HLA-B57:01. The binding affinity (normalized) is 0.234. (6) The peptide sequence is RALKYDFNH. The MHC is HLA-A31:01 with pseudo-sequence HLA-A31:01. The binding affinity (normalized) is 0.614. (7) The peptide sequence is MTTEDMLAVW. The MHC is HLA-B53:01 with pseudo-sequence HLA-B53:01. The binding affinity (normalized) is 0.457. (8) The peptide sequence is LFNRDKTEAI. The MHC is H-2-Db with pseudo-sequence H-2-Db. The binding affinity (normalized) is 0. (9) The peptide sequence is VSYSGSGPL. The MHC is H-2-Kb with pseudo-sequence H-2-Kb. The binding affinity (normalized) is 0.724. (10) The MHC is HLA-A02:06 with pseudo-sequence HLA-A02:06. The binding affinity (normalized) is 0.759. The peptide sequence is AVYNFATCGI.